Dataset: Catalyst prediction with 721,799 reactions and 888 catalyst types from USPTO. Task: Predict which catalyst facilitates the given reaction. (1) Reactant: C(NC(C)C)(C)C.C([Li])CCCCC.[C:15]([O:19][C:20]1[CH:25]=[CH:24][C:23](F)=[CH:22][C:21]=1[NH:27][C:28](=[S:33])[O:29][CH:30]([CH3:32])[CH3:31])([CH3:18])([CH3:17])[CH3:16]. Product: [C:15]([O:19][C:20]1[C:21]2[N:27]=[C:28]([O:29][CH:30]([CH3:32])[CH3:31])[S:33][C:22]=2[CH:23]=[CH:24][CH:25]=1)([CH3:18])([CH3:17])[CH3:16]. The catalyst class is: 504. (2) Reactant: [NH2:1][S:2]([C:5]1[CH:10]=[CH:9][CH:8]=[CH:7][C:6]=1[C:11]1[CH:16]=[CH:15][C:14]([CH2:17][N:18]2[C:22]([C:23]([O:25][CH2:26][CH3:27])=[O:24])=[C:21](SC)[N:20]=[C:19]2[CH2:30][CH2:31][CH2:32][CH3:33])=[CH:13][CH:12]=1)(=[O:4])=[O:3]. Product: [NH2:1][S:2]([C:5]1[CH:10]=[CH:9][CH:8]=[CH:7][C:6]=1[C:11]1[CH:16]=[CH:15][C:14]([CH2:17][N:18]2[C:22]([C:23]([O:25][CH2:26][CH3:27])=[O:24])=[CH:21][N:20]=[C:19]2[CH2:30][CH2:31][CH2:32][CH3:33])=[CH:13][CH:12]=1)(=[O:3])=[O:4]. The catalyst class is: 171. (3) Reactant: [CH:1]1([CH:4]([CH3:8])[C:5]([OH:7])=O)[CH2:3][CH2:2]1.[F:9][C:10]1[CH:11]=[C:12]([CH2:27][N:28]2[CH2:33][CH2:32][NH:31][C@@H:30]([CH3:34])[CH2:29]2)[C:13]([CH3:26])=[C:14]([NH:16][C:17](=[O:25])[C:18]2[CH:23]=[CH:22][C:21]([CH3:24])=[N:20][CH:19]=2)[CH:15]=1.CCN(C(C)C)C(C)C.CN(C(ON1N=NC2C=CC=NC1=2)=[N+](C)C)C.F[P-](F)(F)(F)(F)F. Product: [CH:1]1([CH:4]([CH3:8])[C:5]([N:31]2[CH2:32][CH2:33][N:28]([CH2:27][C:12]3[C:13]([CH3:26])=[C:14]([NH:16][C:17](=[O:25])[C:18]4[CH:23]=[CH:22][C:21]([CH3:24])=[N:20][CH:19]=4)[CH:15]=[C:10]([F:9])[CH:11]=3)[CH2:29][C@@H:30]2[CH3:34])=[O:7])[CH2:2][CH2:3]1. The catalyst class is: 6. (4) Reactant: [OH:1][C@@H:2]([CH2:18][OH:19])[CH2:3][CH2:4][N:5]1[C:10](=[O:11])[CH:9]=[N:8][C:7]2[CH:12]=[CH:13][C:14]([O:16][CH3:17])=[N:15][C:6]1=2.C(N(CC)CC)C.CN(C1C=CC=CN=1)C.[C:36]1([CH3:46])[CH:41]=[CH:40][C:39]([S:42](Cl)(=[O:44])=[O:43])=[CH:38][CH:37]=1. Product: [CH3:46][C:36]1[CH:41]=[CH:40][C:39]([S:42]([O:19][CH2:18][C@H:2]([OH:1])[CH2:3][CH2:4][N:5]2[C:10](=[O:11])[CH:9]=[N:8][C:7]3[CH:12]=[CH:13][C:14]([O:16][CH3:17])=[N:15][C:6]2=3)(=[O:44])=[O:43])=[CH:38][CH:37]=1. The catalyst class is: 46. (5) Reactant: [CH2:1]([O:3][C:4]([C:6]1([CH2:20][S:21][CH2:22][C:23]2[O:24][CH:25]=[CH:26][CH:27]=2)[C:10]([S:11][CH2:12][C:13]2[O:14][CH:15]=[CH:16][CH:17]=2)=[C:9]([OH:18])[C:8](=[O:19])[O:7]1)=[O:5])[CH3:2].N1C=CC=CC=1.[CH3:34][C:35]([CH3:40])([CH3:39])[C:36](Cl)=[O:37]. Product: [CH2:1]([O:3][C:4]([C:6]1([CH2:20][S:21][CH2:22][C:23]2[O:24][CH:25]=[CH:26][CH:27]=2)[C:10]([S:11][CH2:12][C:13]2[O:14][CH:15]=[CH:16][CH:17]=2)=[C:9]([O:18][C:36](=[O:37])[C:35]([CH3:40])([CH3:39])[CH3:34])[C:8](=[O:19])[O:7]1)=[O:5])[CH3:2]. The catalyst class is: 2. (6) Reactant: [CH3:1][S:2](Cl)(=[O:4])=[O:3].Cl.[NH2:7][CH2:8][CH:9]1[CH2:12][CH:11]([NH:13][C:14]2[C:19]([C:20]3[CH:21]=[N:22][N:23]([CH3:25])[CH:24]=3)=[CH:18][N:17]=[C:16]([C:26]3[CH:31]=[CH:30][CH:29]=[C:28]([C:32]4[CH:33]=[N:34][N:35]([CH3:37])[CH:36]=4)[CH:27]=3)[N:15]=2)[CH2:10]1. Product: [CH3:25][N:23]1[CH:24]=[C:20]([C:19]2[C:14]([NH:13][C@H:11]3[CH2:12][C@H:9]([CH2:8][NH:7][S:2]([CH3:1])(=[O:4])=[O:3])[CH2:10]3)=[N:15][C:16]([C:26]3[CH:31]=[CH:30][CH:29]=[C:28]([C:32]4[CH:33]=[N:34][N:35]([CH3:37])[CH:36]=4)[CH:27]=3)=[N:17][CH:18]=2)[CH:21]=[N:22]1. The catalyst class is: 3. (7) Reactant: [Cl:1][C:2]1[CH:3]=[C:4]([C@@H:8]([OH:34])[CH2:9][NH:10][CH2:11][CH2:12][C:13]2[CH:18]=[CH:17][C:16]([S:19]([C:22]3[CH:32]=[CH:31][C:25]([C:26]([O:28]CC)=[O:27])=[C:24]([OH:33])[CH:23]=3)(=[O:21])=[O:20])=[CH:15][CH:14]=2)[CH:5]=[CH:6][CH:7]=1.[OH-].[Na+:36].Cl. Product: [Cl:1][C:2]1[CH:3]=[C:4]([C@@H:8]([OH:34])[CH2:9][NH:10][CH2:11][CH2:12][C:13]2[CH:14]=[CH:15][C:16]([S:19]([C:22]3[CH:32]=[CH:31][C:25]([C:26]([O-:28])=[O:27])=[C:24]([OH:33])[CH:23]=3)(=[O:20])=[O:21])=[CH:17][CH:18]=2)[CH:5]=[CH:6][CH:7]=1.[Na+:36]. The catalyst class is: 5.